This data is from Reaction yield outcomes from USPTO patents with 853,638 reactions. The task is: Predict the reaction yield, written as a fraction of the theoretical maximum amount of product (1.0 means a 100% yield; for example, 0.34 means a 34% yield). The catalyst is CO.C(OCC)(=O)C.O.O1CCOCC1. The product is [NH2:27][C:10]1[N:11]2[CH2:16][CH:15]([OH:17])[CH2:14][N:13]=[C:12]2[C:8]([C:19]2[CH:24]=[CH:23][C:22]([O:25][CH3:26])=[CH:21][CH:20]=2)([C:4]2[CH:5]=[CH:6][CH:7]=[C:2]([C:38]3[CH:39]=[N:34][CH:35]=[N:36][CH:37]=3)[CH:3]=2)[N:9]=1. The yield is 0.0200. The reactants are Br[C:2]1[CH:3]=[C:4]([C:8]2([C:19]3[CH:24]=[CH:23][C:22]([O:25][CH3:26])=[CH:21][CH:20]=3)[C:12]3=[N:13][CH2:14][CH:15]([OH:17])[CH2:16][N:11]3[C:10](=S)[NH:9]2)[CH:5]=[CH:6][CH:7]=1.[NH3:27].C(OO)(C)(C)C.[N:34]1[CH:39]=[C:38](B(O)O)[CH:37]=[N:36][CH:35]=1.C(=O)([O-])[O-].[K+].[K+].